Dataset: Forward reaction prediction with 1.9M reactions from USPTO patents (1976-2016). Task: Predict the product of the given reaction. (1) Given the reactants C[N:2]1[C:6]2[CH:7]=[C:8](C#N)[CH:9]=[CH:10][C:5]=2[N:4]=[C:3]1CN1CCOCC1.Cl[CH2:21][C:22]1N(C)[C:25]2[CH:28]=C(C#N)C=C[C:24]=2[N:23]=1.N1CC[O:37]CC1, predict the reaction product. The product is: [CH3:28][CH:25]1[CH2:24][N:23]([C:3]2[NH:2][C:6]3[CH:7]=[CH:8][CH:9]=[CH:10][C:5]=3[N:4]=2)[CH2:22][CH2:21][O:37]1. (2) Given the reactants C[O:2][C:3]1[CH:21]=[CH:20][C:6]([O:7][C:8]2[CH:13]=[CH:12][C:11]([C:14]3[CH:19]=[CH:18][CH:17]=[CH:16][CH:15]=3)=[CH:10][CH:9]=2)=[CH:5][CH:4]=1.B(Br)(Br)Br.C(Cl)Cl.O, predict the reaction product. The product is: [C:11]1([C:14]2[CH:19]=[CH:18][CH:17]=[CH:16][CH:15]=2)[CH:12]=[CH:13][C:8]([O:7][C:6]2[CH:20]=[CH:21][C:3]([OH:2])=[CH:4][CH:5]=2)=[CH:9][CH:10]=1. (3) Given the reactants [Cl:1][C:2]1[N:3]=[C:4]([N:18]2[CH2:23][CH2:22][O:21][CH2:20][CH2:19]2)[C:5]2[S:10][C:9]([C:11]3[CH:17]=[CH:16][C:14]([NH2:15])=[CH:13][CH:12]=3)=[CH:8][C:6]=2[N:7]=1.Cl[CH2:25][CH2:26][N:27]1[CH2:32][CH2:31][O:30][CH2:29][CH2:28]1.C(=O)([O-])[O-].[K+].[K+].[I-].[K+], predict the reaction product. The product is: [Cl:1][C:2]1[N:3]=[C:4]([N:18]2[CH2:23][CH2:22][O:21][CH2:20][CH2:19]2)[C:5]2[S:10][C:9]([C:11]3[CH:12]=[CH:13][C:14]([NH:15][CH2:25][CH2:26][N:27]4[CH2:32][CH2:31][O:30][CH2:29][CH2:28]4)=[CH:16][CH:17]=3)=[CH:8][C:6]=2[N:7]=1. (4) Given the reactants [Si]([N:5]=[N+:6]=[N-:7])(C)(C)C.[C:8]([O:12][C:13](=[O:48])[N:14]([C@H:16]([C:18](=[O:47])[NH:19][C@@H:20]1[C:26](=[O:27])[N:25]([CH2:28][C:29]2[C:38]3[C:33](=[CH:34][C:35]([C:39]#[N:40])=[CH:36][CH:37]=3)[CH:32]=[CH:31][C:30]=2[O:41][CH3:42])[C:24]2[CH:43]=[CH:44][CH:45]=[CH:46][C:23]=2[CH2:22][CH2:21]1)[CH3:17])[CH3:15])([CH3:11])([CH3:10])[CH3:9], predict the reaction product. The product is: [C:8]([O:12][C:13](=[O:48])[N:14]([C@H:16]([C:18](=[O:47])[NH:19][C@@H:20]1[C:26](=[O:27])[N:25]([CH2:28][C:29]2[C:38]3[C:33](=[CH:34][C:35]([C:39]4[NH:40][N:7]=[N:6][N:5]=4)=[CH:36][CH:37]=3)[CH:32]=[CH:31][C:30]=2[O:41][CH3:42])[C:24]2[CH:43]=[CH:44][CH:45]=[CH:46][C:23]=2[CH2:22][CH2:21]1)[CH3:17])[CH3:15])([CH3:9])([CH3:10])[CH3:11]. (5) Given the reactants [H-].[Na+].[CH2:3]([NH:9][C:10]1[CH:15]=[CH:14][C:13]([C:16]2[CH:21]=[CH:20][C:19]([NH:22][C:23]([C:25]3[CH:30]=[C:29]([N+:31]([O-:33])=[O:32])[CH:28]=[CH:27][C:26]=3[Cl:34])=[O:24])=[CH:18][CH:17]=2)=[CH:12][CH:11]=1)[CH2:4][CH2:5][CH2:6][CH2:7][CH3:8].CI.[C:37](=O)(O)[O-].[Na+], predict the reaction product. The product is: [CH2:3]([N:9]([C:10]1[CH:11]=[CH:12][C:13]([C:16]2[CH:21]=[CH:20][C:19]([NH:22][C:23]([C:25]3[CH:30]=[C:29]([N+:31]([O-:33])=[O:32])[CH:28]=[CH:27][C:26]=3[Cl:34])=[O:24])=[CH:18][CH:17]=2)=[CH:14][CH:15]=1)[CH3:37])[CH2:4][CH2:5][CH2:6][CH2:7][CH3:8]. (6) Given the reactants [NH2:1][C:2]1[CH:3]=[CH:4][CH:5]=[C:6]2[C:11]=1[N:10]=[CH:9][CH:8]=[CH:7]2.[N+:12]([C:15]1[C:16]([S:21](Cl)(=[O:23])=[O:22])=[N:17][CH:18]=[CH:19][CH:20]=1)([O-:14])=[O:13].N1C=CC=CC=1, predict the reaction product. The product is: [N:10]1[C:11]2[C:6](=[CH:5][CH:4]=[CH:3][C:2]=2[NH:1][S:21]([C:16]2[C:15]([N+:12]([O-:14])=[O:13])=[CH:20][CH:19]=[CH:18][N:17]=2)(=[O:23])=[O:22])[CH:7]=[CH:8][CH:9]=1. (7) Given the reactants [C:1]1([C:7]2[CH:16]=[CH:15][CH:14]=[C:13]3[C:8]=2[C:9]([NH:31][CH2:32][C:33]2[CH:38]=[CH:37][CH:36]=[CH:35][N:34]=2)=[N:10][C:11]([C:17]2[CH:18]=[C:19]([S:23]([NH:26][P:27](=[O:30])([OH:29])[OH:28])(=[O:25])=[O:24])[CH:20]=[N:21][CH:22]=2)=[N:12]3)[CH:6]=[CH:5][CH:4]=[CH:3][CH:2]=1.[OH-].[Ca+2:40].[OH-], predict the reaction product. The product is: [C:1]1([C:7]2[CH:16]=[CH:15][CH:14]=[C:13]3[C:8]=2[C:9]([NH:31][CH2:32][C:33]2[CH:38]=[CH:37][CH:36]=[CH:35][N:34]=2)=[N:10][C:11]([C:17]2[CH:18]=[C:19]([S:23]([NH:26][P:27](=[O:28])([O-:29])[O-:30])(=[O:24])=[O:25])[CH:20]=[N:21][CH:22]=2)=[N:12]3)[CH:2]=[CH:3][CH:4]=[CH:5][CH:6]=1.[Ca+2:40]. (8) Given the reactants [NH2:1][C:2]1[C:3](=[O:32])[N:4](CC2C=CC(OC)=CC=2OC)[C:5]2[C:10]([C:11]=1[C:12]1[CH:17]=[CH:16][CH:15]=[C:14]([F:18])[CH:13]=1)=[CH:9][C:8]([O:19][CH3:20])=[CH:7][CH:6]=2.CSC, predict the reaction product. The product is: [NH2:1][C:2]1[C:3](=[O:32])[NH:4][C:5]2[C:10]([C:11]=1[C:12]1[CH:17]=[CH:16][CH:15]=[C:14]([F:18])[CH:13]=1)=[CH:9][C:8]([O:19][CH3:20])=[CH:7][CH:6]=2. (9) Given the reactants Br[C:2]1[N:6]2[CH:7]=[C:8]([CH:22]3[CH2:24][CH2:23]3)[C:9]([O:11][CH2:12][C:13]3([CH3:21])[CH2:20][CH2:19][C:16]4([CH2:18][CH2:17]4)[CH2:15][CH2:14]3)=[CH:10][C:5]2=[N:4][N:3]=1.CS(N)(=O)=O.[CH:30]1([S:33]([NH2:36])(=[O:35])=[O:34])[CH2:32][CH2:31]1, predict the reaction product. The product is: [CH:22]1([C:8]2[C:9]([O:11][CH2:12][C:13]3([CH3:21])[CH2:14][CH2:15][C:16]4([CH2:17][CH2:18]4)[CH2:19][CH2:20]3)=[CH:10][C:5]3[N:6]([C:2]([NH:36][S:33]([CH:30]4[CH2:32][CH2:31]4)(=[O:35])=[O:34])=[N:3][N:4]=3)[CH:7]=2)[CH2:23][CH2:24]1. (10) Given the reactants [F:1][C:2]([F:15])([F:14])[CH2:3][O:4][C:5]1[CH:13]=[CH:12][C:8]([C:9]([OH:11])=O)=[CH:7][N:6]=1.[F:16][C:17]([F:28])([F:27])[O:18][C:19]1[CH:26]=[CH:25][CH:24]=[CH:23][C:20]=1[CH2:21][NH2:22].ON1C2C=CC=CC=2N=N1.Cl.C(N=C=NCCCN(C)C)C.C(N(C(C)C)CC)(C)C, predict the reaction product. The product is: [F:14][C:2]([F:1])([F:15])[CH2:3][O:4][C:5]1[CH:13]=[CH:12][C:8]([C:9]([NH:22][CH2:21][C:20]2[CH:23]=[CH:24][CH:25]=[CH:26][C:19]=2[O:18][C:17]([F:16])([F:27])[F:28])=[O:11])=[CH:7][N:6]=1.